From a dataset of NCI-60 drug combinations with 297,098 pairs across 59 cell lines. Regression. Given two drug SMILES strings and cell line genomic features, predict the synergy score measuring deviation from expected non-interaction effect. (1) Drug 1: CN1CCC(CC1)COC2=C(C=C3C(=C2)N=CN=C3NC4=C(C=C(C=C4)Br)F)OC. Drug 2: CC(C1=C(C=CC(=C1Cl)F)Cl)OC2=C(N=CC(=C2)C3=CN(N=C3)C4CCNCC4)N. Cell line: RPMI-8226. Synergy scores: CSS=-5.10, Synergy_ZIP=2.87, Synergy_Bliss=3.26, Synergy_Loewe=-5.93, Synergy_HSA=-4.69. (2) Drug 1: C1CC(=O)NC(=O)C1N2CC3=C(C2=O)C=CC=C3N. Drug 2: COC1=C(C=C2C(=C1)N=CN=C2NC3=CC(=C(C=C3)F)Cl)OCCCN4CCOCC4. Cell line: HCC-2998. Synergy scores: CSS=8.65, Synergy_ZIP=-2.11, Synergy_Bliss=-2.39, Synergy_Loewe=-11.7, Synergy_HSA=-2.74. (3) Drug 1: C1=C(C(=O)NC(=O)N1)F. Drug 2: C1CNP(=O)(OC1)N(CCCl)CCCl. Cell line: NCI-H322M. Synergy scores: CSS=33.5, Synergy_ZIP=5.14, Synergy_Bliss=4.41, Synergy_Loewe=4.16, Synergy_HSA=5.94.